Dataset: Forward reaction prediction with 1.9M reactions from USPTO patents (1976-2016). Task: Predict the product of the given reaction. (1) Given the reactants [OH:1][CH2:2][C:3]1[CH:4]=[C:5]([S:9][C:10]2[CH:11]=[C:12]([CH:15]=[CH:16][N:17]=2)[C:13]#[N:14])[CH:6]=[CH:7][CH:8]=1.[OH:18][C:19]1[C:24]([CH3:25])=[C:23](O)[CH:22]=[CH:21][C:20]=1[C:27](=[O:29])[CH3:28], predict the reaction product. The product is: [C:27]([C:20]1[CH:21]=[CH:22][C:23]([O:1][CH2:2][C:3]2[CH:4]=[C:5]([S:9][C:10]3[CH:11]=[C:12]([CH:15]=[CH:16][N:17]=3)[C:13]#[N:14])[CH:6]=[CH:7][CH:8]=2)=[C:24]([CH3:25])[C:19]=1[OH:18])(=[O:29])[CH3:28]. (2) Given the reactants [Br:1][C:2]1[C:3]([O:12][CH2:13][CH:14]2[CH2:16][CH2:15]2)=[N:4][C:5]([CH3:11])=[C:6]([CH:10]=1)[C:7]([OH:9])=O.[NH2:17][C@@H:18]1[CH2:23][CH2:22][CH2:21][CH2:20][C@H:19]1[OH:24], predict the reaction product. The product is: [Br:1][C:2]1[C:3]([O:12][CH2:13][CH:14]2[CH2:16][CH2:15]2)=[N:4][C:5]([CH3:11])=[C:6]([CH:10]=1)[C:7]([NH:17][C@@H:18]1[CH2:23][CH2:22][CH2:21][CH2:20][C@H:19]1[OH:24])=[O:9]. (3) The product is: [Br:1][C:2]1[CH:11]=[CH:10][C:9]([OH:12])=[C:8]2[C:3]=1[CH:4]=[CH:5][C:6]([C:20]([F:21])([F:22])[F:23])=[N:7]2. Given the reactants [Br:1][C:2]1[CH:11]=[CH:10][C:9]([O:12][Si](C(C)(C)C)(C)C)=[C:8]2[C:3]=1[CH:4]=[CH:5][C:6]([C:20]([F:23])([F:22])[F:21])=[N:7]2.Cl.O, predict the reaction product. (4) The product is: [Br:28][C:7]1[CH:8]=[C:9]2[C:4](=[CH:5][CH:6]=1)[C:3]([C:2]([F:27])([F:26])[F:1])=[C:12]([O:13][C@H:14]1[CH2:19][CH2:18][C@@H:17]([CH3:20])[CH2:16][CH2:15]1)[CH:11]=[CH:10]2. Given the reactants [F:1][C:2]([F:27])([F:26])[C:3]1[C:12]([O:13][C@H:14]2[CH2:19][CH2:18][C@@H:17]([C:20](F)(F)F)[CH2:16][CH2:15]2)=[CH:11][CH:10]=[C:9]2[C:4]=1[CH:5]=[CH:6][C:7](C=O)=[CH:8]2.[Br:28]C1C=CC2C(=CC=C(O[C@H]3CC[C@@H](C)CC3)C=2)C=1, predict the reaction product. (5) Given the reactants C(OC([N:8]1[CH2:13][CH2:12][N:11]([C:14]2[CH:19]=[CH:18][C:17]([Br:20])=[CH:16][C:15]=2[C:21]#[N:22])[CH2:10][CH2:9]1)=O)(C)(C)C.C(O)(C(F)(F)F)=O.Br[CH:31]([C:39]1[CH:44]=[CH:43][CH:42]=[CH:41][CH:40]=1)[C:32]([N:34]([CH2:37][CH3:38])[CH2:35][CH3:36])=[O:33].C([O-])([O-])=O.[Na+].[Na+], predict the reaction product. The product is: [Br:20][C:17]1[CH:18]=[CH:19][C:14]([N:11]2[CH2:12][CH2:13][N:8]([CH:31]([C:39]3[CH:44]=[CH:43][CH:42]=[CH:41][CH:40]=3)[C:32]([N:34]([CH2:37][CH3:38])[CH2:35][CH3:36])=[O:33])[CH2:9][CH2:10]2)=[C:15]([C:21]#[N:22])[CH:16]=1.